Task: Predict the reaction yield, written as a fraction of the theoretical maximum amount of product (1.0 means a 100% yield; for example, 0.34 means a 34% yield).. Dataset: Reaction yield outcomes from USPTO patents with 853,638 reactions The reactants are [C:1]1([C:7]2O[C:9]([C:15](F)(F)F)=[C:10](C(O)=O)[N:11]=2)C=CC=CC=1.NC1C=CC([N:26]2[CH2:31][CH2:30][CH:29]([C:32]([NH2:34])=[O:33])[CH2:28][CH2:27]2)=NC=1.[N+](C1C=CC(N2CCC(C(N)=O)CC2)=NC=1)([O-])=O.CCO.C1COCC1.CCOC(C)=O.Cl.C(N=C=NCCCN(C)C)C. The catalyst is CN(C1C=CN=CC=1)C.CN(C=O)C.C(OCC)(=O)C.[Pd]. The product is [N:26]1[CH:27]=[CH:28][C:29]([C:32]([NH2:34])=[O:33])=[CH:30][C:31]=1[C:7]1[CH:1]=[CH:15][CH:9]=[CH:10][N:11]=1. The yield is 0.260.